Dataset: Forward reaction prediction with 1.9M reactions from USPTO patents (1976-2016). Task: Predict the product of the given reaction. (1) Given the reactants Cl[CH2:2][C:3]1[CH:28]=[CH:27][C:6]([C:7]([NH:9][C:10]2[S:11][C:12]3[C:18]([N:19]4[CH2:24][CH2:23][O:22][CH2:21][CH2:20]4)=[CH:17][CH:16]=[C:15]([O:25][CH3:26])[C:13]=3[N:14]=2)=[O:8])=[CH:5][CH:4]=1.[H-].[Na+].[CH3:31][O:32][CH2:33][CH2:34][OH:35], predict the reaction product. The product is: [CH3:31][O:32][CH2:33][CH2:34][O:35][CH2:2][C:3]1[CH:28]=[CH:27][C:6]([C:7]([NH:9][C:10]2[S:11][C:12]3[C:18]([N:19]4[CH2:24][CH2:23][O:22][CH2:21][CH2:20]4)=[CH:17][CH:16]=[C:15]([O:25][CH3:26])[C:13]=3[N:14]=2)=[O:8])=[CH:5][CH:4]=1. (2) Given the reactants Br[C:2]1[CH:3]=[C:4]([OH:21])[C:5]([C:12]([NH:14][CH2:15][C:16]([O:18]CC)=[O:17])=[O:13])=[C:6]2[C:11]=1[N:10]=[CH:9][CH:8]=[N:7]2.[N:22]1[CH:27]=[CH:26][CH:25]=[C:24](B(O)O)[CH:23]=1.C(=O)([O-])[O-].[K+].[K+].[OH-].[Na+], predict the reaction product. The product is: [OH:21][C:4]1[C:5]([C:12]([NH:14][CH2:15][C:16]([OH:18])=[O:17])=[O:13])=[C:6]2[C:11](=[C:2]([C:24]3[CH:23]=[N:22][CH:27]=[CH:26][CH:25]=3)[CH:3]=1)[N:10]=[CH:9][CH:8]=[N:7]2. (3) Given the reactants C[O:2][C:3](=[O:34])[CH2:4][C:5]1[C:13]2[C:8](=[CH:9][CH:10]=[CH:11][CH:12]=2)[NH:7][C:6]=1[C:14]1[CH:19]=[C:18]([C:20]([F:23])([F:22])[F:21])[CH:17]=[C:16]([S:24](=[O:33])(=[O:32])[NH:25][CH:26]2[CH2:31][CH2:30][CH2:29][CH2:28][CH2:27]2)[CH:15]=1.CO.O.[OH-].[Li+], predict the reaction product. The product is: [CH:26]1([NH:25][S:24]([C:16]2[CH:15]=[C:14]([C:6]3[NH:7][C:8]4[C:13]([C:5]=3[CH2:4][C:3]([OH:34])=[O:2])=[CH:12][CH:11]=[CH:10][CH:9]=4)[CH:19]=[C:18]([C:20]([F:22])([F:21])[F:23])[CH:17]=2)(=[O:32])=[O:33])[CH2:27][CH2:28][CH2:29][CH2:30][CH2:31]1. (4) Given the reactants I[C:2]1[C:10]2[C:5](=[N:6][CH:7]=[CH:8][C:9]=2[O:11][C:12]2[CH:22]=[CH:21][C:15](C(OCC)=O)=[CH:14][CH:13]=2)[N:4]([CH2:23][C:24]2[CH:29]=[CH:28][C:27]([O:30][CH3:31])=[CH:26][CH:25]=2)[N:3]=1.[NH2:32][C@@H:33]1[CH2:38][CH2:37][CH2:36][N:35]([C:39]([O:41][C:42]([CH3:45])([CH3:44])[CH3:43])=[O:40])[CH2:34]1.CC1(C)C2[C:68](=C(P(C3C=CC=CC=3)C3C=CC=CC=3)C=CC=2)[O:67][C:49]2C(P(C3C=CC=CC=3)C3C=CC=CC=3)=CC=C[C:48]1=2.C(=O)([O-])[O-:89].[Cs+].[Cs+], predict the reaction product. The product is: [CH2:49]([O:67][C:68]([C:12]1([CH:22]=[CH:21][CH:15]=[CH:14][CH2:13]1)[O:11][C:9]1[CH:8]=[CH:7][N:6]=[C:5]2[N:4]([CH2:23][C:24]3[CH:25]=[CH:26][C:27]([O:30][CH3:31])=[CH:28][CH:29]=3)[N:3]=[C:2]([NH:32][C@@H:33]3[CH2:38][CH2:37][CH2:36][N:35]([C:39]([O:41][C:42]([CH3:45])([CH3:44])[CH3:43])=[O:40])[CH2:34]3)[C:10]=12)=[O:89])[CH3:48]. (5) Given the reactants [O-]S(C(F)(F)F)(=O)=O.[C:16]1([I+][C:16]2[CH:21]=[CH:20][CH:19]=[CH:18][C:17]=2[Si](C)(C)C)[CH:21]=[CH:20][CH:19]=[CH:18][CH:17]=1.[C:26]([Si:30]([O:33][C:34]([O:36][CH2:37][CH3:38])=[CH2:35])([CH3:32])[CH3:31])([CH3:29])([CH3:28])[CH3:27].[N+](CCCC)(CCCC)(CCCC)CCCC.[F-].O, predict the reaction product. The product is: [C:26]([Si:30]([O:33][C:34]1([O:36][CH2:37][CH3:38])[C:17]2[CH:18]=[CH:19][CH:20]=[CH:21][C:16]=2[CH2:35]1)([CH3:32])[CH3:31])([CH3:28])([CH3:29])[CH3:27]. (6) Given the reactants [OH:1][C:2]1[CH:10]=[CH:9][C:8]([C:11]2[N:12]([C:27]([O:29][C:30]([CH3:33])([CH3:32])[CH3:31])=[O:28])[C:13]3[C:18]([CH:19]=2)=[CH:17][C:16]([CH2:20][N:21]2[CH2:26][CH2:25][CH2:24][CH2:23][CH2:22]2)=[CH:15][CH:14]=3)=[C:7]2[C:3]=1[CH2:4][NH:5][C:6]2=[O:34].C(N(CC)CC)C.[CH3:42][S:43](Cl)(=[O:45])=[O:44].O, predict the reaction product. The product is: [CH3:42][S:43]([O:1][C:2]1[CH:10]=[CH:9][C:8]([C:11]2[N:12]([C:27]([O:29][C:30]([CH3:31])([CH3:33])[CH3:32])=[O:28])[C:13]3[C:18]([CH:19]=2)=[CH:17][C:16]([CH2:20][N:21]2[CH2:26][CH2:25][CH2:24][CH2:23][CH2:22]2)=[CH:15][CH:14]=3)=[C:7]2[C:3]=1[CH2:4][NH:5][C:6]2=[O:34])(=[O:45])=[O:44]. (7) Given the reactants O[CH:2]([C:4]1[O:5][C:6](=[O:28])[C:7]2[C:12]([C:13]=1[C:14]1[CH:19]=[CH:18][CH:17]=[C:16]([CH2:20][N:21]3[CH2:26][CH2:25][N:24]([CH3:27])[CH2:23][CH2:22]3)[CH:15]=1)=[CH:11][CH:10]=[CH:9][CH:8]=2)[CH3:3].[F:29][C:30]1[CH:31]=[C:32]([C:38]2[C:46]3[C:41](=[N:42][CH:43]=[N:44][C:45]=3[NH2:47])[NH:40][N:39]=2)[CH:33]=[C:34]([O:36][CH3:37])[CH:35]=1, predict the reaction product. The product is: [NH2:47][C:45]1[N:44]=[CH:43][N:42]=[C:41]2[N:40]([CH:2]([C:4]3[O:5][C:6](=[O:28])[C:7]4[C:12]([C:13]=3[C:14]3[CH:19]=[CH:18][CH:17]=[C:16]([CH2:20][N:21]5[CH2:26][CH2:25][N:24]([CH3:27])[CH2:23][CH2:22]5)[CH:15]=3)=[CH:11][CH:10]=[CH:9][CH:8]=4)[CH3:3])[N:39]=[C:38]([C:32]3[CH:33]=[C:34]([O:36][CH3:37])[CH:35]=[C:30]([F:29])[CH:31]=3)[C:46]=12. (8) Given the reactants [CH3:1][O:2][C:3]1[N:4]=[N:5][N:6]([CH2:8][Si](C)(C)C)[CH:7]=1.Br[C:14]1[CH:26]=[N:25][C:24]2[C:23]3[CH:22]=[CH:21][C:20]([Cl:27])=[C:19]([F:28])[C:18]=3[N:17]([C@H:29]([C:36]3[CH:41]=[CH:40][CH:39]=[CH:38][CH:37]=3)[CH:30]3[CH2:35][CH2:34][O:33][CH2:32][CH2:31]3)[C:16]=2[CH:15]=1, predict the reaction product. The product is: [Cl:27][C:20]1[CH:21]=[CH:22][C:23]2[C:24]3[N:25]=[CH:26][C:14]([C:7]4[N:6]([CH3:8])[N:5]=[N:4][C:3]=4[O:2][CH3:1])=[CH:15][C:16]=3[N:17]([C@H:29]([C:36]3[CH:37]=[CH:38][CH:39]=[CH:40][CH:41]=3)[CH:30]3[CH2:35][CH2:34][O:33][CH2:32][CH2:31]3)[C:18]=2[C:19]=1[F:28].